Dataset: Full USPTO retrosynthesis dataset with 1.9M reactions from patents (1976-2016). Task: Predict the reactants needed to synthesize the given product. (1) Given the product [CH3:22][O:21][C:16]1[CH:17]=[CH:18][CH:19]=[CH:20][C:15]=1[NH:14][C:10]1[CH:11]=[CH:12][CH:13]=[C:4]([C:3]([OH:23])=[O:2])[C:5]=1[C:6]([OH:8])=[O:7], predict the reactants needed to synthesize it. The reactants are: C[O:2][C:3](=[O:23])[C:4]1[C:5](=[C:10]([NH:14][C:15]2[CH:20]=[CH:19][CH:18]=[CH:17][C:16]=2[O:21][CH3:22])[CH:11]=[CH:12][CH:13]=1)[C:6]([O:8]C)=[O:7].[OH-].[Na+]. (2) The reactants are: Cl.[CH2:2]([C:4]1[N:5]=[C:6]2[CH:11]=[CH:10][CH:9]=[C:8]([CH2:12]Cl)[N:7]2[CH:14]=1)[CH3:3].[NH2:15][CH2:16][CH2:17][CH2:18][CH2:19][CH2:20][NH2:21].C(N(CC)CC)C.C1C=CC(N([S:36]([C:39]([F:42])([F:41])[F:40])(=[O:38])=[O:37])[S:36]([C:39]([F:42])([F:41])[F:40])(=[O:38])=[O:37])=CC=1. Given the product [CH2:2]([C:4]1[N:5]=[C:6]2[CH:11]=[CH:10][CH:9]=[C:8]([CH2:12][NH:15][CH2:16][CH2:17][CH2:18][CH2:19][CH2:20][NH:21][S:36]([C:39]([F:42])([F:41])[F:40])(=[O:38])=[O:37])[N:7]2[CH:14]=1)[CH3:3], predict the reactants needed to synthesize it. (3) The reactants are: [CH3:1][O:2][C:3]1[CH:8]=[C:7]([CH3:9])[C:6]([S:10]([N:13]2[CH2:18][CH2:17][CH2:16][CH2:15][C@H:14]2[CH2:19][O:20][CH2:21][C:22]([OH:24])=O)(=[O:12])=[O:11])=[C:5]([CH3:25])[CH:4]=1.[N:26]1([CH2:31][CH2:32][O:33][C:34]2([C:47]3[CH:48]=[N:49][CH:50]=[CH:51][CH:52]=3)[CH2:39][CH2:38][N:37](C(OC(C)(C)C)=O)[CH2:36][CH2:35]2)[CH:30]=[N:29][CH:28]=[N:27]1. Given the product [CH3:1][O:2][C:3]1[CH:4]=[C:5]([CH3:25])[C:6]([S:10]([N:13]2[CH2:18][CH2:17][CH2:16][CH2:15][C@H:14]2[CH2:19][O:20][CH2:21][C:22]([N:37]2[CH2:38][CH2:39][C:34]([C:47]3[CH:48]=[N:49][CH:50]=[CH:51][CH:52]=3)([O:33][CH2:32][CH2:31][N:26]3[CH:30]=[N:29][CH:28]=[N:27]3)[CH2:35][CH2:36]2)=[O:24])(=[O:12])=[O:11])=[C:7]([CH3:9])[CH:8]=1, predict the reactants needed to synthesize it. (4) Given the product [F:1][C:2]([F:9])([F:8])[C:3](=[CH2:7])[C:4]([O:6][C:16]1([CH3:15])[CH:17]2[CH2:25][CH:21]3[CH2:20][CH:19]([CH2:24][CH:23]1[CH2:22]3)[CH2:18]2)=[O:5], predict the reactants needed to synthesize it. The reactants are: [F:1][C:2]([F:9])([F:8])[C:3](=[CH2:7])[C:4]([OH:6])=[O:5].S(=O)(=O)(O)O.[CH2:15]=[C:16]1[CH:23]2[CH2:24][CH:19]3[CH2:20][CH:21]([CH2:25][CH:17]1[CH2:18]3)[CH2:22]2.[OH-].[Na+]. (5) Given the product [CH3:1][C:2]1[CH:3]=[CH:4][C:5]([S:8]([O:11][CH2:12][CH:13]2[CH2:17][C:16]3[CH:18]=[C:19]([Cl:30])[CH:20]=[C:21]([C:36]4[CH:35]=[CH:34][CH:33]=[C:32]([Cl:31])[CH:37]=4)[C:15]=3[O:14]2)(=[O:9])=[O:10])=[CH:6][CH:7]=1, predict the reactants needed to synthesize it. The reactants are: [CH3:1][C:2]1[CH:7]=[CH:6][C:5]([S:8]([O:11][CH2:12][CH:13]2[CH2:17][C:16]3[CH:18]=[C:19]([Cl:30])[CH:20]=[C:21](OS(C(F)(F)F)(=O)=O)[C:15]=3[O:14]2)(=[O:10])=[O:9])=[CH:4][CH:3]=1.[Cl:31][C:32]1[CH:33]=[C:34](B(O)O)[CH:35]=[CH:36][CH:37]=1.C(=O)([O-])[O-].[K+].[K+]. (6) Given the product [CH2:1]([O:3][C:4](=[O:19])[C@@H:5]([NH:7][C:8](=[O:18])[C@@H:9]([NH:17][C:29](=[O:36])[C:30]1[CH:35]=[CH:34][CH:33]=[CH:32][CH:31]=1)[CH2:10][C:11]1[CH:12]=[CH:13][CH:14]=[CH:15][CH:16]=1)[CH3:6])[CH3:2], predict the reactants needed to synthesize it. The reactants are: [CH2:1]([O:3][C:4](=[O:19])[C@@H:5]([NH:7][C:8](=[O:18])[C@@H:9]([NH2:17])[CH2:10][C:11]1[CH:16]=[CH:15][CH:14]=[CH:13][CH:12]=1)[CH3:6])[CH3:2].CCN(C(C)C)C(C)C.[C:29](Cl)(=[O:36])[C:30]1[CH:35]=[CH:34][CH:33]=[CH:32][CH:31]=1.